From a dataset of Full USPTO retrosynthesis dataset with 1.9M reactions from patents (1976-2016). Predict the reactants needed to synthesize the given product. (1) Given the product [NH4+:3].[OH-:39].[Cl:19][C:14]1[CH:13]=[C:12]([NH:11][C:10]([NH:9][C:4]2[N:3]=[C:2]([N:25]3[CH2:26][CH2:27][N:22]([CH3:21])[CH2:23][CH2:24]3)[CH:7]=[C:6]([CH3:8])[N:5]=2)=[NH:20])[CH:17]=[CH:16][C:15]=1[Cl:18], predict the reactants needed to synthesize it. The reactants are: Cl[C:2]1[CH:7]=[C:6]([CH3:8])[N:5]=[C:4]([NH:9][C:10](=[NH:20])[NH:11][C:12]2[CH:17]=[CH:16][C:15]([Cl:18])=[C:14]([Cl:19])[CH:13]=2)[N:3]=1.[CH3:21][N:22]1[CH2:27][CH2:26][NH:25][CH2:24][CH2:23]1.C(N(C(C)C)CC)(C)C.CC(N(C)C)=[O:39]. (2) Given the product [BrH:14].[F:26][C:21]1[CH:20]=[CH:19][C:18]2[O:17][CH2:16][C:15]3[S:11][C:10](=[N:9][CH2:8][C:6]([OH:5])=[O:7])[N:12]([CH3:13])[C:24]=3[C:23]=2[CH:22]=1, predict the reactants needed to synthesize it. The reactants are: C([O:5][C:6]([CH2:8][NH:9][C:10]([NH:12][CH3:13])=[S:11])=[O:7])(C)(C)C.[Br:14][CH:15]1[C:24](=O)[C:23]2[C:18](=[CH:19][CH:20]=[C:21]([F:26])[CH:22]=2)[O:17][CH2:16]1. (3) Given the product [CH3:20][O:21][C:22]1[CH:27]=[C:26]([C:2]2[CH:3]=[CH:4][C:5]3[N:6]([N:8]=[C:9]([NH:11][C:12](=[O:19])[C:13]4[CH:18]=[CH:17][CH:16]=[N:15][CH:14]=4)[N:10]=3)[CH:7]=2)[CH:25]=[CH:24][CH:23]=1, predict the reactants needed to synthesize it. The reactants are: Br[C:2]1[CH:3]=[CH:4][C:5]2[N:6]([N:8]=[C:9]([NH:11][C:12](=[O:19])[C:13]3[CH:18]=[CH:17][CH:16]=[N:15][CH:14]=3)[N:10]=2)[CH:7]=1.[CH3:20][O:21][C:22]1[CH:23]=[C:24](B(O)O)[CH:25]=[CH:26][CH:27]=1. (4) Given the product [F:1][C:2]1[CH:3]=[C:4]([CH2:5][N:32]2[CH2:35][CH:34]([C:36]([O:38][CH3:39])=[O:37])[CH2:33]2)[CH:7]=[CH:8][C:9]=1[C:10]1[S:11][C:12]2[C:17]([N:18]=1)=[CH:16][CH:15]=[C:14]([C:19]1([C:25]3[CH:26]=[CH:27][CH:28]=[CH:29][CH:30]=3)[CH2:20][CH2:21][CH2:22][CH2:23][CH2:24]1)[N:13]=2, predict the reactants needed to synthesize it. The reactants are: [F:1][C:2]1[CH:3]=[C:4]([CH:7]=[CH:8][C:9]=1[C:10]1[S:11][C:12]2[C:17]([N:18]=1)=[CH:16][CH:15]=[C:14]([C:19]1([C:25]3[CH:30]=[CH:29][CH:28]=[CH:27][CH:26]=3)[CH2:24][CH2:23][CH2:22][CH2:21][CH2:20]1)[N:13]=2)[CH:5]=O.Cl.[NH:32]1[CH2:35][CH:34]([C:36]([O:38][CH3:39])=[O:37])[CH2:33]1. (5) Given the product [NH2:18][C:9]1[C:10]2[O:15][CH2:14][C:13](=[O:16])[NH:12][C:11]=2[CH:17]=[C:7]([Cl:6])[CH:8]=1, predict the reactants needed to synthesize it. The reactants are: O1CCCC1.[Cl:6][C:7]1[CH:8]=[C:9]([N+:18]([O-])=O)[C:10]2[O:15][CH2:14][C:13](=[O:16])[NH:12][C:11]=2[CH:17]=1.S(S([O-])=O)([O-])=O.[Na+].[Na+].C(=O)([O-])O.[Na+]. (6) Given the product [NH2:46][C:19]1[N:24]=[C:23]([C@:25]2([CH3:43])[CH2:30][C@@H:29]([C:31]([F:34])([F:33])[F:32])[O:28][C:27]([NH:35][C:36](=[O:42])[O:37][C:38]([CH3:41])([CH3:40])[CH3:39])=[N:26]2)[C:22]([F:44])=[CH:21][CH:20]=1, predict the reactants needed to synthesize it. The reactants are: O=C1O[C@H]([C@H](CO)O)C([O-])=C1O.[Na+].[N-]=[N+]=[N-].[Na+].Br[C:19]1[N:24]=[C:23]([C@:25]2([CH3:43])[CH2:30][C@@H:29]([C:31]([F:34])([F:33])[F:32])[O:28][C:27]([NH:35][C:36](=[O:42])[O:37][C:38]([CH3:41])([CH3:40])[CH3:39])=[N:26]2)[C:22]([F:44])=[CH:21][CH:20]=1.C[NH:46][C@@H]1CCCC[C@H]1NC. (7) Given the product [C:33]([O:37][C:38](=[O:39])[N:40]([C@@H:41]([CH3:42])[C:43]([NH:32][C@@H:7]([CH:1]1[CH2:6][CH2:5][CH2:4][CH2:3][CH2:2]1)[C:8]([N:10]1[C@H:15]([C:16]2[N:20]([CH2:21][C:22]3[CH:23]=[CH:24][C:25]([F:28])=[CH:26][CH:27]=3)[N:19]=[CH:18][CH:17]=2)[CH2:14][N:13]2[CH2:29][CH2:30][CH2:31][C@@H:12]2[CH2:11]1)=[O:9])=[O:44])[CH3:46])([CH3:36])([CH3:34])[CH3:35], predict the reactants needed to synthesize it. The reactants are: [CH:1]1([C@H:7]([NH2:32])[C:8]([N:10]2[C@H:15]([C:16]3[N:20]([CH2:21][C:22]4[CH:27]=[CH:26][C:25]([F:28])=[CH:24][CH:23]=4)[N:19]=[CH:18][CH:17]=3)[CH2:14][N:13]3[CH2:29][CH2:30][CH2:31][C@@H:12]3[CH2:11]2)=[O:9])[CH2:6][CH2:5][CH2:4][CH2:3][CH2:2]1.[C:33]([O:37][C:38]([N:40]([CH3:46])[C@H:41]([C:43](O)=[O:44])[CH3:42])=[O:39])([CH3:36])([CH3:35])[CH3:34].C(N(C(C)C)C(C)C)C.F[P-](F)(F)(F)(F)F.N1(OC(N(C)C)=[N+](C)C)C2N=CC=CC=2N=N1.